From a dataset of Forward reaction prediction with 1.9M reactions from USPTO patents (1976-2016). Predict the product of the given reaction. (1) The product is: [CH3:1][O:7][C:8]1[CH:13]=[CH:12][C:11]([N+:14]([O-:16])=[O:15])=[C:10]([F:17])[CH:9]=1. Given the reactants [C:1]([O-])([O-])=O.[K+].[K+].[OH:7][C:8]1[CH:13]=[CH:12][C:11]([N+:14]([O-:16])=[O:15])=[C:10]([F:17])[CH:9]=1.CI, predict the reaction product. (2) Given the reactants [OH-:1].[K+].[C:3]([C:7]1[N:12]=[C:11]([Cl:13])[C:10]([C:14]#N)=[CH:9][CH:8]=1)([CH3:6])([CH3:5])[CH3:4].[OH2:16], predict the reaction product. The product is: [C:3]([C:7]1[N:12]=[C:11]([Cl:13])[C:10]([C:14]([OH:16])=[O:1])=[CH:9][CH:8]=1)([CH3:6])([CH3:5])[CH3:4].